Task: Predict the reactants needed to synthesize the given product.. Dataset: Full USPTO retrosynthesis dataset with 1.9M reactions from patents (1976-2016) (1) Given the product [CH2:20]([C:18]1[S:17][CH:16]=[CH:15][CH:19]=1)[CH2:21][CH2:1][CH2:2][CH2:3][CH3:4], predict the reactants needed to synthesize it. The reactants are: [CH2:1]=[CH:2][C:3]1C=CC=C[CH:4]=1.C([C:15]1[CH:19]=[C:18]([CH:20]=[CH2:21])[S:17][C:16]=1C=C)CCCCC. (2) Given the product [Cl:8][C:7]1[CH:6]=[CH:5][C:4]([NH:9][C:10]2[N:14]([CH3:15])[C:13]3[CH:16]=[CH:17][C:18]([O:20][C:21]4[CH:26]=[CH:25][N:24]=[C:23]([C:27]([NH:29][CH3:30])=[O:28])[CH:22]=4)=[CH:19][C:12]=3[N:11]=2)=[CH:3][C:2]=1[N:1]1[CH2:32][CH2:33][CH2:34][CH2:35][C:36]1=[O:37], predict the reactants needed to synthesize it. The reactants are: [NH2:1][C:2]1[CH:3]=[C:4]([NH:9][C:10]2[N:14]([CH3:15])[C:13]3[CH:16]=[CH:17][C:18]([O:20][C:21]4[CH:26]=[CH:25][N:24]=[C:23]([C:27]([NH:29][CH3:30])=[O:28])[CH:22]=4)=[CH:19][C:12]=3[N:11]=2)[CH:5]=[CH:6][C:7]=1[Cl:8].Br[CH2:32][CH2:33][CH2:34][CH2:35][C:36](Cl)=[O:37].P([O-])([O-])([O-])=O.[Na+].[Na+].[Na+].C[Si]([N-][Si](C)(C)C)(C)C.[K+]. (3) The reactants are: [N:1]([CH2:4][C@@H:5]([N:13]([CH3:17])[C:14](=[O:16])[O-:15])[CH2:6][C@H:7]1[CH2:12][CH2:11][CH2:10][O:9][CH2:8]1)=[N+]=[N-]. Given the product [NH2:1][CH2:4][C@@H:5]([N:13]([CH3:17])[C:14](=[O:16])[O:15][C:7]([CH3:12])([CH3:8])[CH3:6])[CH2:6][C@H:7]1[CH2:12][CH2:11][CH2:10][O:9][CH2:8]1, predict the reactants needed to synthesize it. (4) Given the product [OH:11][C:12]1[CH:17]=[CH:16][C:15]([C:18]2[CH:19]=[C:20]3[C:25](=[CH:26][CH:27]=2)[CH:24]=[C:23]([OH:28])[CH:22]=[CH:21]3)=[C:14]([O:29][CH3:30])[CH:13]=1, predict the reactants needed to synthesize it. The reactants are: CC1C=CC(S([O:11][C:12]2[CH:17]=[CH:16][C:15]([C:18]3[CH:27]=[CH:26][C:25]4[C:20](=[CH:21][CH:22]=[C:23]([OH:28])[CH:24]=4)[CH:19]=3)=[C:14]([O:29][CH3:30])[CH:13]=2)(=O)=O)=CC=1.[OH-].[K+].O. (5) Given the product [CH3:1][O:2][C:3](=[O:23])[CH2:4][N:5]1[C:9]([C:10]2[CH:15]=[CH:14][CH:13]=[CH:12][CH:11]=2)=[CH:8][CH:7]=[C:6]1[C:16]1[CH:21]=[CH:20][CH:19]=[C:18]([NH:22][C:30]([C:27]2[CH:26]=[C:25]([CH3:24])[O:29][N:28]=2)=[O:31])[CH:17]=1, predict the reactants needed to synthesize it. The reactants are: [CH3:1][O:2][C:3](=[O:23])[CH2:4][N:5]1[C:9]([C:10]2[CH:15]=[CH:14][CH:13]=[CH:12][CH:11]=2)=[CH:8][CH:7]=[C:6]1[C:16]1[CH:21]=[CH:20][CH:19]=[C:18]([NH2:22])[CH:17]=1.[CH3:24][C:25]1[O:29][N:28]=[C:27]([C:30](Cl)=[O:31])[CH:26]=1.C(N(CC)CC)C. (6) Given the product [C:1]([NH:11][C@H:12]([C:16]([O:18][C@@H:19]([CH3:32])[C:20]([OH:22])=[O:21])=[O:17])[CH:13]([CH3:14])[CH3:15])([O:3][CH2:4][C:5]1[CH:10]=[CH:9][CH:8]=[CH:7][CH:6]=1)=[O:2], predict the reactants needed to synthesize it. The reactants are: [C:1]([NH:11][C@H:12]([C:16]([O:18][C@@H:19]([CH3:32])[C:20]([O:22]CC1C=CC(OC)=CC=1)=[O:21])=[O:17])[CH:13]([CH3:15])[CH3:14])([O:3][CH2:4][C:5]1[CH:10]=[CH:9][CH:8]=[CH:7][CH:6]=1)=[O:2].FC(F)(F)C(O)=O. (7) Given the product [F:34][C:23]1[CH:22]=[CH:21][C:20]([NH:19][C:2]2[CH:10]=[C:9]([NH:11][CH2:12][C:13]3[CH:14]=[N:15][CH:16]=[CH:17][CH:18]=3)[C:5]([C:6]([NH2:8])=[O:7])=[CH:4][N:3]=2)=[CH:25][C:24]=1[NH:26][C:27]([N:29]1[CH2:33][CH2:32][CH2:31][CH2:30]1)=[O:28], predict the reactants needed to synthesize it. The reactants are: Cl[C:2]1[CH:10]=[C:9]([NH:11][CH2:12][C:13]2[CH:14]=[N:15][CH:16]=[CH:17][CH:18]=2)[C:5]([C:6]([NH2:8])=[O:7])=[CH:4][N:3]=1.[NH2:19][C:20]1[CH:21]=[CH:22][C:23]([F:34])=[C:24]([NH:26][C:27]([N:29]2[CH2:33][CH2:32][CH2:31][CH2:30]2)=[O:28])[CH:25]=1.C1C=CC(P(C2C(C3C(P(C4C=CC=CC=4)C4C=CC=CC=4)=CC=C4C=3C=CC=C4)=C3C(C=CC=C3)=CC=2)C2C=CC=CC=2)=CC=1.C([O-])([O-])=O.[Cs+].[Cs+].